This data is from Forward reaction prediction with 1.9M reactions from USPTO patents (1976-2016). The task is: Predict the product of the given reaction. (1) Given the reactants [C:1]1([Mg]Br)[CH:6]=[CH:5][CH:4]=[CH:3][CH:2]=1.Cl[C:10]1[C:11]([CH3:17])=[N:12][CH:13]=[C:14]([CH3:16])[N:15]=1, predict the reaction product. The product is: [CH3:17][C:11]1[C:10]([C:1]2[CH:6]=[CH:5][CH:4]=[CH:3][CH:2]=2)=[N:15][C:14]([CH3:16])=[CH:13][N:12]=1. (2) Given the reactants [F:1][C:2]([F:41])([F:40])[C:3]1[CH:4]=[C:5]([C:13]([CH3:39])([CH3:38])[C:14]([N:16]([C:18]2[C:19]([C:30]3[CH:35]=[CH:34][C:33]([F:36])=[CH:32][C:31]=3[CH3:37])=[CH:20][C:21]([C:24]3[CH:29]=[CH:28][N:27]=[CH:26][CH:25]=3)=[N:22][CH:23]=2)[CH3:17])=[O:15])[CH:6]=[C:7]([C:9]([F:12])([F:11])[F:10])[CH:8]=1.S(=O)(=O)(O)O, predict the reaction product. The product is: [F:41][C:2]([F:1])([F:40])[C:3]1[CH:4]=[C:5]([C:13]([CH3:38])([CH3:39])[C:14]([N:16]([C:18]2[C:19]([C:30]3[CH:35]=[CH:34][C:33]([F:36])=[CH:32][C:31]=3[CH3:37])=[CH:20][C:21]([CH:24]3[CH2:29][CH2:28][NH:27][CH2:26][CH2:25]3)=[N:22][CH:23]=2)[CH3:17])=[O:15])[CH:6]=[C:7]([C:9]([F:12])([F:10])[F:11])[CH:8]=1. (3) Given the reactants [CH2:1]([O:5][CH2:6][CH2:7][O:8][C:9]1[CH:14]=[CH:13][C:12]([C:15]2[CH:20]=[CH:19][C:18]([N:21]([CH3:29])[CH2:22][C:23]3[CH:24]=[N:25][N:26]([CH3:28])[CH:27]=3)=[C:17](/[CH:30]=[CH:31]/[C:32](O)=[O:33])[CH:16]=2)=[CH:11][CH:10]=1)[CH2:2][CH2:3][CH3:4].CN(C=O)C.C(Cl)(=O)C(Cl)=O.[CH2:46]([N:49]1[C:53]([CH2:54][S@@:55]([C:57]2[CH:63]=[CH:62][C:60]([NH2:61])=[CH:59][CH:58]=2)=[O:56])=[CH:52][N:51]=[CH:50]1)[CH2:47][CH3:48], predict the reaction product. The product is: [CH2:1]([O:5][CH2:6][CH2:7][O:8][C:9]1[CH:10]=[CH:11][C:12]([C:15]2[CH:20]=[CH:19][C:18]([N:21]([CH3:29])[CH2:22][C:23]3[CH:24]=[N:25][N:26]([CH3:28])[CH:27]=3)=[C:17](/[CH:30]=[CH:31]/[C:32]([NH:61][C:60]3[CH:59]=[CH:58][C:57]([S@:55]([CH2:54][C:53]4[N:49]([CH2:46][CH2:47][CH3:48])[CH:50]=[N:51][CH:52]=4)=[O:56])=[CH:63][CH:62]=3)=[O:33])[CH:16]=2)=[CH:13][CH:14]=1)[CH2:2][CH2:3][CH3:4]. (4) Given the reactants [Cl:1][C:2]1[C:10]([OH:11])=[C:9]([S:12]([CH2:15][CH3:16])(=[O:14])=[O:13])[CH:8]=[CH:7][C:3]=1[C:4]([OH:6])=[O:5].OS(O)(=O)=O.[CH3:22]O, predict the reaction product. The product is: [Cl:1][C:2]1[C:10]([OH:11])=[C:9]([S:12]([CH2:15][CH3:16])(=[O:14])=[O:13])[CH:8]=[CH:7][C:3]=1[C:4]([O:6][CH3:22])=[O:5]. (5) The product is: [CH2:1]([C:3]1[C:4]([C:5](=[N:23][OH:24])[NH2:6])=[CH:7][CH:8]=[C:9]([CH2:11][O:12][Si:13]([CH:14]([CH3:15])[CH3:16])([CH:20]([CH3:21])[CH3:22])[CH:17]([CH3:19])[CH3:18])[N:10]=1)[CH3:2]. Given the reactants [CH2:1]([C:3]1[N:10]=[C:9]([CH2:11][O:12][Si:13]([CH:20]([CH3:22])[CH3:21])([CH:17]([CH3:19])[CH3:18])[CH:14]([CH3:16])[CH3:15])[CH:8]=[CH:7][C:4]=1[C:5]#[N:6])[CH3:2].[NH2:23][OH:24], predict the reaction product. (6) Given the reactants [NH2:1][CH2:2][CH2:3][O:4][C:5]1[CH:10]=[CH:9][C:8]([C:11]2[NH:20][C:19](=[O:21])[C:18]3[C:13](=[CH:14][C:15]([O:24][CH3:25])=[CH:16][C:17]=3[O:22][CH3:23])[N:12]=2)=[CH:7][C:6]=1[CH3:26].CCN(CC)CC.[C:34](Cl)(=[O:36])[CH3:35], predict the reaction product. The product is: [CH3:23][O:22][C:17]1[CH:16]=[C:15]([O:24][CH3:25])[CH:14]=[C:13]2[C:18]=1[C:19](=[O:21])[NH:20][C:11]([C:8]1[CH:9]=[CH:10][C:5]([O:4][CH2:3][CH2:2][NH:1][C:34](=[O:36])[CH3:35])=[C:6]([CH3:26])[CH:7]=1)=[N:12]2. (7) Given the reactants [ClH:1].[N+:2]([C:5]1[CH:10]=[CH:9][C:8]([CH2:11][CH2:12][C:13]2[NH:14][CH2:15][CH2:16][N:17]=2)=[CH:7][CH:6]=1)([O-])=O, predict the reaction product. The product is: [ClH:1].[NH:17]1[CH2:16][CH2:15][N:14]=[C:13]1[CH2:12][CH2:11][C:8]1[CH:9]=[CH:10][C:5]([NH2:2])=[CH:6][CH:7]=1. (8) Given the reactants [C:1]([C:4]1[N:5]=[C:6]2[C:12]3[CH:13]=[C:14]([C:18]#[C:19][C:20]([OH:23])([CH3:22])[CH3:21])[C:15]([F:17])=[CH:16][C:11]=3[O:10][CH2:9][CH2:8][N:7]2[C:24]=1[C:25](O)=[O:26])(=[O:3])[NH2:2].Cl.[CH3:29][O:30][CH2:31][C:32]1([CH2:35][NH2:36])[CH2:34][CH2:33]1, predict the reaction product. The product is: [F:17][C:15]1[C:14]([C:18]#[C:19][C:20]([OH:23])([CH3:22])[CH3:21])=[CH:13][C:12]2[C:6]3[N:7]([C:24]([C:25]([NH:36][CH2:35][C:32]4([CH2:31][O:30][CH3:29])[CH2:34][CH2:33]4)=[O:26])=[C:4]([C:1]([NH2:2])=[O:3])[N:5]=3)[CH2:8][CH2:9][O:10][C:11]=2[CH:16]=1. (9) Given the reactants [CH3:1][C:2]([C:5]1[CH:10]=[CH:9][C:8]([CH2:11][N:12]2[C:17](=[O:18])[CH:16]=[C:15]([OH:19])[N:14]=[C:13]2[CH3:20])=[CH:7][CH:6]=1)([CH3:4])[CH3:3].[Cl-].C[Al+]C.[C:25](#[N:27])C.C(C1C=CC(CN)=CC=1)(C)(C)C.C([C:42](CC)([C:46]([O-:48])=[O:47])C([O-])=O)C.C[O-:52].[Na+].Cl, predict the reaction product. The product is: [CH3:4][C:2]([C:5]1[CH:6]=[CH:7][C:8]([CH2:11][N:12]2[C:17](=[O:18])[C:16]([C:25]([NH:27][CH2:42][C:46]([OH:48])=[O:47])=[O:52])=[C:15]([OH:19])[N:14]=[C:13]2[CH3:20])=[CH:9][CH:10]=1)([CH3:1])[CH3:3]. (10) Given the reactants [CH3:1][N:2]([CH3:32])[C:3]([C:5]1[N:26]([CH:27]2[CH2:31][CH2:30][CH2:29][CH2:28]2)[C:8]2[N:9]=[C:10]([NH:13][C:14]3[N:15]=[CH:16][C:17]([N:20]4[CH2:25][CH2:24][NH:23][CH2:22][CH2:21]4)=[N:18][CH:19]=3)[N:11]=[CH:12][C:7]=2[CH:6]=1)=[O:4].Br[CH2:34][CH2:35][OH:36], predict the reaction product. The product is: [CH3:1][N:2]([CH3:32])[C:3]([C:5]1[N:26]([CH:27]2[CH2:31][CH2:30][CH2:29][CH2:28]2)[C:8]2[N:9]=[C:10]([NH:13][C:14]3[N:15]=[CH:16][C:17]([N:20]4[CH2:25][CH2:24][N:23]([CH2:34][CH2:35][OH:36])[CH2:22][CH2:21]4)=[N:18][CH:19]=3)[N:11]=[CH:12][C:7]=2[CH:6]=1)=[O:4].